Dataset: Forward reaction prediction with 1.9M reactions from USPTO patents (1976-2016). Task: Predict the product of the given reaction. (1) Given the reactants [NH:1]([C:3]1[CH:4]=[N:5][CH:6]=[CH:7][N:8]=1)[NH2:2].O=[C:10]([CH3:25])[CH:11]([C:17]([C:19]1[CH:24]=[CH:23][CH:22]=[CH:21][CH:20]=1)=O)[CH2:12][C:13]([O:15][CH3:16])=[O:14], predict the reaction product. The product is: [CH3:16][O:15][C:13](=[O:14])[CH2:12][C:11]1[C:10]([CH3:25])=[N:2][N:1]([C:3]2[CH:4]=[N:5][CH:6]=[CH:7][N:8]=2)[C:17]=1[C:19]1[CH:20]=[CH:21][CH:22]=[CH:23][CH:24]=1. (2) The product is: [CH3:1][C:2]1[N:7]=[C:6]([N:8]2[CH2:12][CH2:11][C:10]3([CH2:13][CH2:14][NH:15][CH2:16][CH2:17]3)[CH2:9]2)[CH:5]=[CH:4][C:3]=1[S:25]([CH3:28])(=[O:27])=[O:26]. Given the reactants [CH3:1][C:2]1[N:7]=[C:6]([N:8]2[CH2:12][CH2:11][C:10]3([CH2:17][CH2:16][N:15](C(OC(C)(C)C)=O)[CH2:14][CH2:13]3)[CH2:9]2)[CH:5]=[CH:4][C:3]=1[S:25]([CH3:28])(=[O:27])=[O:26].Cl, predict the reaction product. (3) Given the reactants [C:1]([C:5]1[CH:6]=[C:7]([CH:15]2[CH2:19][C:18]([C:20]3[CH:25]=[CH:24][C:23]([C:26]([O:28][CH3:29])=[O:27])=[CH:22][CH:21]=3)=[N:17][N:16]2[C:30]2[CH:38]=[CH:37][C:33]([C:34]([OH:36])=[O:35])=[CH:32][CH:31]=2)[CH:8]=[C:9]([C:11]([CH3:14])([CH3:13])[CH3:12])[CH:10]=1)([CH3:4])([CH3:3])[CH3:2].C(O)(=O)C, predict the reaction product. The product is: [C:1]([C:5]1[CH:6]=[C:7]([C:15]2[N:16]([C:30]3[CH:38]=[CH:37][C:33]([C:34]([OH:36])=[O:35])=[CH:32][CH:31]=3)[N:17]=[C:18]([C:20]3[CH:25]=[CH:24][C:23]([C:26]([O:28][CH3:29])=[O:27])=[CH:22][CH:21]=3)[CH:19]=2)[CH:8]=[C:9]([C:11]([CH3:14])([CH3:13])[CH3:12])[CH:10]=1)([CH3:2])([CH3:3])[CH3:4]. (4) The product is: [OH:20][C@H:17]1[CH2:18][CH2:19][C@@:14]([C@H:13]2[CH2:12][CH2:11][C@@:10]3([CH3:30])[C@@H:6]([CH2:7][CH2:8][C:9]3=[CH2:31])[C@@H:5]2[OH:4])([CH3:29])[C@@H:15]([CH2:21][CH2:22][N:23]2[CH2:24][CH2:25][O:26][CH2:27][CH2:28]2)[CH2:16]1. Given the reactants C([O:4][C@@H:5]1[C@@H:13]([C@@:14]2([CH3:29])[CH2:19][CH2:18][C@H:17]([OH:20])[CH2:16][C@@H:15]2[CH2:21][CH2:22][N:23]2[CH2:28][CH2:27][O:26][CH2:25][CH2:24]2)[CH2:12][CH2:11][C@@:10]2([CH3:30])[C@H:6]1[CH2:7][CH2:8][C:9]2=[CH2:31])(=O)C.[H-].[H-].[H-].[H-].[Li+].[Al+3], predict the reaction product. (5) Given the reactants Br[C:2]1[CH:7]=[CH:6][C:5]([C:8]2([C:14]#[N:15])[CH2:13][CH2:12][NH:11][CH2:10][CH2:9]2)=[CH:4][CH:3]=1.[C:16](=[O:23])([O:18][C:19]([CH3:22])([CH3:21])[CH3:20])[NH2:17].CC1(C)C2C(=C(P(C3C=CC=CC=3)C3C=CC=CC=3)C=CC=2)OC2C(P(C3C=CC=CC=3)C3C=CC=CC=3)=CC=CC1=2.C([O-])([O-])=O.[Cs+].[Cs+], predict the reaction product. The product is: [C:14]([C:8]1([C:5]2[CH:6]=[CH:7][C:2]([NH:17][C:16](=[O:23])[O:18][C:19]([CH3:22])([CH3:21])[CH3:20])=[CH:3][CH:4]=2)[CH2:13][CH2:12][NH:11][CH2:10][CH2:9]1)#[N:15]. (6) The product is: [CH3:1][N:2]1[C:10]2[S:9][CH:8]=[C:7]([CH2:37][C:38]([NH:30][C:27]3[S:28][CH:29]=[C:25]([C:22]4[CH:21]=[CH:20][C:19]([CH2:15][CH:16]([CH3:18])[CH3:17])=[CH:24][CH:23]=4)[N:26]=3)=[O:52])[C:6]=2[C:5](=[O:12])[N:4]([CH3:13])[C:3]1=[O:14]. Given the reactants [CH3:1][N:2]1[C:7]2=[CH:8][S:9][C:10](C)=[C:6]2[C:5](=[O:12])[N:4]([CH3:13])[C:3]1=[O:14].[CH2:15]([C:19]1[CH:24]=[CH:23][C:22]([C:25]2[N:26]=[C:27]([NH2:30])[S:28][CH:29]=2)=[CH:21][CH:20]=1)[CH:16]([CH3:18])[CH3:17].CCN=C=NC[CH2:37][CH2:38]N(C)C.Cl.C1C=CC2N([OH:52])N=NC=2C=1, predict the reaction product. (7) Given the reactants [OH:1][CH2:2][C:3]#[C:4][C:5]1[CH:14]=[CH:13][C:8]([C:9]([O:11][CH3:12])=[O:10])=[CH:7][CH:6]=1, predict the reaction product. The product is: [OH:1][CH2:2][CH:3]=[CH:4][C:5]1[CH:14]=[CH:13][C:8]([C:9]([O:11][CH3:12])=[O:10])=[CH:7][CH:6]=1.